Dataset: NCI-60 drug combinations with 297,098 pairs across 59 cell lines. Task: Regression. Given two drug SMILES strings and cell line genomic features, predict the synergy score measuring deviation from expected non-interaction effect. (1) Drug 1: CC1=C(C=C(C=C1)NC2=NC=CC(=N2)N(C)C3=CC4=NN(C(=C4C=C3)C)C)S(=O)(=O)N.Cl. Drug 2: CCC1=CC2CC(C3=C(CN(C2)C1)C4=CC=CC=C4N3)(C5=C(C=C6C(=C5)C78CCN9C7C(C=CC9)(C(C(C8N6C)(C(=O)OC)O)OC(=O)C)CC)OC)C(=O)OC.C(C(C(=O)O)O)(C(=O)O)O. Cell line: NCI-H522. Synergy scores: CSS=65.9, Synergy_ZIP=23.6, Synergy_Bliss=22.0, Synergy_Loewe=-21.9, Synergy_HSA=22.2. (2) Drug 1: C1C(C(OC1N2C=C(C(=O)NC2=O)F)CO)O. Drug 2: CCCCCOC(=O)NC1=NC(=O)N(C=C1F)C2C(C(C(O2)C)O)O. Cell line: OVCAR-8. Synergy scores: CSS=0.977, Synergy_ZIP=5.71, Synergy_Bliss=1.80, Synergy_Loewe=-0.0888, Synergy_HSA=-0.0514.